Dataset: NCI-60 drug combinations with 297,098 pairs across 59 cell lines. Task: Regression. Given two drug SMILES strings and cell line genomic features, predict the synergy score measuring deviation from expected non-interaction effect. (1) Drug 1: CN1CCC(CC1)COC2=C(C=C3C(=C2)N=CN=C3NC4=C(C=C(C=C4)Br)F)OC. Drug 2: CCC(=C(C1=CC=CC=C1)C2=CC=C(C=C2)OCCN(C)C)C3=CC=CC=C3.C(C(=O)O)C(CC(=O)O)(C(=O)O)O. Cell line: T-47D. Synergy scores: CSS=20.9, Synergy_ZIP=-1.14, Synergy_Bliss=7.88, Synergy_Loewe=8.96, Synergy_HSA=9.77. (2) Drug 1: CCN(CC)CCNC(=O)C1=C(NC(=C1C)C=C2C3=C(C=CC(=C3)F)NC2=O)C. Drug 2: C(CCl)NC(=O)N(CCCl)N=O. Cell line: COLO 205. Synergy scores: CSS=21.8, Synergy_ZIP=-8.55, Synergy_Bliss=-4.38, Synergy_Loewe=0.490, Synergy_HSA=0.124. (3) Drug 1: C1CN1P(=S)(N2CC2)N3CC3. Drug 2: CN1C2=C(C=C(C=C2)N(CCCl)CCCl)N=C1CCCC(=O)O.Cl. Cell line: LOX IMVI. Synergy scores: CSS=14.0, Synergy_ZIP=-4.14, Synergy_Bliss=0.614, Synergy_Loewe=-20.0, Synergy_HSA=-1.98. (4) Drug 1: COC1=CC(=CC(=C1O)OC)C2C3C(COC3=O)C(C4=CC5=C(C=C24)OCO5)OC6C(C(C7C(O6)COC(O7)C8=CC=CS8)O)O. Drug 2: C1=C(C(=O)NC(=O)N1)N(CCCl)CCCl. Cell line: HT29. Synergy scores: CSS=42.2, Synergy_ZIP=-10.0, Synergy_Bliss=-4.13, Synergy_Loewe=-27.4, Synergy_HSA=-0.260.